This data is from Forward reaction prediction with 1.9M reactions from USPTO patents (1976-2016). The task is: Predict the product of the given reaction. (1) Given the reactants [CH3:1][O:2][C:3]([C:5]1([C:9](OC)=[O:10])[CH2:8][CH2:7][CH2:6]1)=[O:4].[H-].C(O[Al](OC(C)(C)C)OC(C)(C)C)(C)(C)C.[Li+], predict the reaction product. The product is: [CH3:1][O:2][C:3]([C:5]1([CH2:9][OH:10])[CH2:8][CH2:7][CH2:6]1)=[O:4]. (2) The product is: [C:1]([C:5]1[CH:6]=[C:7]([NH:28][C:29]([NH:31][C@@H:32]2[C:41]3[C:36](=[CH:37][CH:38]=[CH:39][CH:40]=3)[C@H:35]([O:42][C:43]3[CH:44]=[CH:45][C:46]4[N:47]([C:49]([C@@H:52]5[CH2:56][CH2:55][CH2:54][N:53]5[CH3:57])=[N:50][N:51]=4)[CH:48]=3)[CH2:34][CH2:33]2)=[O:30])[N:8]([C:10]2[CH:15]=[CH:14][C:13]([OH:16])=[C:12]([Cl:27])[CH:11]=2)[N:9]=1)([CH3:4])([CH3:2])[CH3:3]. Given the reactants [C:1]([C:5]1[CH:6]=[C:7]([NH:28][C:29]([NH:31][C@@H:32]2[C:41]3[C:36](=[CH:37][CH:38]=[CH:39][CH:40]=3)[C@H:35]([O:42][C:43]3[CH:44]=[CH:45][C:46]4[N:47]([C:49]([C@@H:52]5[CH2:56][CH2:55][CH2:54][N:53]5[CH3:57])=[N:50][N:51]=4)[CH:48]=3)[CH2:34][CH2:33]2)=[O:30])[N:8]([C:10]2[CH:15]=[CH:14][C:13]([O:16][Si](C(C)C)(C(C)C)C(C)C)=[C:12]([Cl:27])[CH:11]=2)[N:9]=1)([CH3:4])([CH3:3])[CH3:2].CCCC[N+](CCCC)(CCCC)CCCC.[F-].O, predict the reaction product.